This data is from NCI-60 drug combinations with 297,098 pairs across 59 cell lines. The task is: Regression. Given two drug SMILES strings and cell line genomic features, predict the synergy score measuring deviation from expected non-interaction effect. (1) Drug 1: CCC(=C(C1=CC=CC=C1)C2=CC=C(C=C2)OCCN(C)C)C3=CC=CC=C3.C(C(=O)O)C(CC(=O)O)(C(=O)O)O. Drug 2: C(CN)CNCCSP(=O)(O)O. Cell line: SR. Synergy scores: CSS=0.751, Synergy_ZIP=5.16, Synergy_Bliss=-1.40, Synergy_Loewe=-3.19, Synergy_HSA=-3.19. (2) Drug 1: COC1=CC(=CC(=C1O)OC)C2C3C(COC3=O)C(C4=CC5=C(C=C24)OCO5)OC6C(C(C7C(O6)COC(O7)C8=CC=CS8)O)O. Drug 2: C(=O)(N)NO. Cell line: CAKI-1. Synergy scores: CSS=54.4, Synergy_ZIP=4.31, Synergy_Bliss=4.82, Synergy_Loewe=3.59, Synergy_HSA=9.32. (3) Drug 1: C1=C(C(=O)NC(=O)N1)F. Drug 2: C1=CN(C=N1)CC(O)(P(=O)(O)O)P(=O)(O)O. Cell line: NCI-H226. Synergy scores: CSS=24.7, Synergy_ZIP=3.95, Synergy_Bliss=7.14, Synergy_Loewe=8.54, Synergy_HSA=9.82. (4) Drug 1: CC1=C2C(C(=O)C3(C(CC4C(C3C(C(C2(C)C)(CC1OC(=O)C(C(C5=CC=CC=C5)NC(=O)OC(C)(C)C)O)O)OC(=O)C6=CC=CC=C6)(CO4)OC(=O)C)OC)C)OC. Drug 2: C1=CC(=CC=C1C#N)C(C2=CC=C(C=C2)C#N)N3C=NC=N3. Cell line: HOP-62. Synergy scores: CSS=39.7, Synergy_ZIP=3.39, Synergy_Bliss=3.47, Synergy_Loewe=-23.0, Synergy_HSA=3.81. (5) Drug 1: C1CCC(CC1)NC(=O)N(CCCl)N=O. Drug 2: CCC1(CC2CC(C3=C(CCN(C2)C1)C4=CC=CC=C4N3)(C5=C(C=C6C(=C5)C78CCN9C7C(C=CC9)(C(C(C8N6C=O)(C(=O)OC)O)OC(=O)C)CC)OC)C(=O)OC)O.OS(=O)(=O)O. Cell line: SN12C. Synergy scores: CSS=12.1, Synergy_ZIP=-2.43, Synergy_Bliss=2.69, Synergy_Loewe=1.07, Synergy_HSA=1.01. (6) Drug 1: CC1=C2C(C(=O)C3(C(CC4C(C3C(C(C2(C)C)(CC1OC(=O)C(C(C5=CC=CC=C5)NC(=O)OC(C)(C)C)O)O)OC(=O)C6=CC=CC=C6)(CO4)OC(=O)C)O)C)O. Drug 2: C1CN(P(=O)(OC1)NCCCl)CCCl. Cell line: ACHN. Synergy scores: CSS=-8.48, Synergy_ZIP=1.09, Synergy_Bliss=-2.70, Synergy_Loewe=-10.2, Synergy_HSA=-8.90. (7) Drug 1: C1=CC=C(C=C1)NC(=O)CCCCCCC(=O)NO. Drug 2: N.N.Cl[Pt+2]Cl. Cell line: DU-145. Synergy scores: CSS=67.6, Synergy_ZIP=-0.669, Synergy_Bliss=3.30, Synergy_Loewe=-1.27, Synergy_HSA=7.01.